Dataset: Retrosynthesis with 50K atom-mapped reactions and 10 reaction types from USPTO. Task: Predict the reactants needed to synthesize the given product. (1) Given the product CSc1cccc(Oc2ncc(Cl)cc2C(=O)N[C@@H](C)c2ccc(C(=O)OC(C)(C)C)cc2)c1, predict the reactants needed to synthesize it. The reactants are: CSc1cccc(O)c1.C[C@H](NC(=O)c1cc(Cl)cnc1Cl)c1ccc(C(=O)OC(C)(C)C)cc1. (2) Given the product CCOC(=O)C(C)(C)Oc1ccc(OCc2cc(-c3ccc(OC(F)(F)F)cc3)n(C(F)F)n2)cc1C, predict the reactants needed to synthesize it. The reactants are: CCOC(=O)C(C)(C)Oc1ccc(O)cc1C.OCc1cc(-c2ccc(OC(F)(F)F)cc2)n(C(F)F)n1. (3) Given the product CCOC(=O)c1ccc(CN2CCN(C(=O)OC(C)(C)C)CC2)c(Br)c1, predict the reactants needed to synthesize it. The reactants are: CC(C)(C)OC(=O)N1CCNCC1.CCOC(=O)c1ccc(CBr)c(Br)c1. (4) Given the product Cc1nc(N)cc(Cl)n1, predict the reactants needed to synthesize it. The reactants are: Cc1nc(Cl)cc(Cl)n1.N. (5) The reactants are: COC(=O)c1nc(-c2ccc(Br)c(F)c2F)cc(NC(C)=O)c1Cl. Given the product COC(=O)c1nc(-c2ccc(Br)c(F)c2F)cc(N)c1Cl, predict the reactants needed to synthesize it. (6) Given the product Cc1cc(C#N)cnc1C(=O)Nc1cc(F)c(F)c([C@]2(C(F)F)COCC(N)=N2)c1, predict the reactants needed to synthesize it. The reactants are: Cc1cc(C#N)cnc1C(=O)Nc1cc(F)c(F)c([C@]2(C(F)F)COCC(NC(=O)OC(C)(C)C)=N2)c1. (7) Given the product O=C(CC(c1ccccc1)c1ccccc1)NC1CCN(C(c2ccccc2)c2ccccc2)C1=O, predict the reactants needed to synthesize it. The reactants are: NC1CCN(C(c2ccccc2)c2ccccc2)C1=O.O=C(O)CC(c1ccccc1)c1ccccc1.